From a dataset of Forward reaction prediction with 1.9M reactions from USPTO patents (1976-2016). Predict the product of the given reaction. (1) Given the reactants [C:1]([O:5][C:6]([NH:8][C:9]1[CH:14]=[CH:13][C:12]([OH:15])=[CH:11][CH:10]=1)=[O:7])([CH3:4])([CH3:3])[CH3:2].C(=O)([O-])[O-].[Cs+].[Cs+].[CH:22]1(Br)[CH2:25][CH2:24][CH2:23]1, predict the reaction product. The product is: [CH:22]1([O:15][C:12]2[CH:11]=[CH:10][C:9]([NH:8][C:6](=[O:7])[O:5][C:1]([CH3:4])([CH3:2])[CH3:3])=[CH:14][CH:13]=2)[CH2:25][CH2:24][CH2:23]1. (2) Given the reactants Br.[Br:2][C:3]1[CH:4]=[C:5]2[C:11]([C:12]3[N:13]=[C:14]([C:17]([O:19]CC)=[O:18])[S:15][CH:16]=3)=[CH:10][NH:9][C:6]2=[N:7][CH:8]=1.O[Li].O, predict the reaction product. The product is: [Br:2][C:3]1[CH:4]=[C:5]2[C:11]([C:12]3[N:13]=[C:14]([C:17]([OH:19])=[O:18])[S:15][CH:16]=3)=[CH:10][NH:9][C:6]2=[N:7][CH:8]=1. (3) Given the reactants [Cl:1][C:2]1[CH:3]=[CH:4][C:5]([C@:8]([C:20]2[CH:25]=[C:24]([C:26]([F:29])([F:28])[F:27])[CH:23]=[C:22]([F:30])[CH:21]=2)([NH:13]C(=O)C(C)(C)C)[CH2:9][C:10]([OH:12])=O)=[N:6][CH:7]=1.Cl.[NH2:32][C:33]1[CH:38]=[CH:37][CH:36]=[CH:35][CH:34]=1.C1CN([P+](Br)(N2CCCC2)N2CCCC2)CC1.F[P-](F)(F)(F)(F)F, predict the reaction product. The product is: [NH2:13][C@:8]([C:5]1[CH:4]=[CH:3][C:2]([Cl:1])=[CH:7][N:6]=1)([C:20]1[CH:25]=[C:24]([C:26]([F:29])([F:27])[F:28])[CH:23]=[C:22]([F:30])[CH:21]=1)[CH2:9][C:10]([NH:32][C:33]1[CH:38]=[CH:37][CH:36]=[CH:35][CH:34]=1)=[O:12]. (4) Given the reactants Cl[CH2:2][CH2:3][O:4][C:5]1[CH:9]=[C:8]([CH3:10])[N:7]([C:11]2[CH:20]=[CH:19][C:18]3[C:13](=[CH:14][CH:15]=[C:16]([O:21][CH3:22])[CH:17]=3)[CH:12]=2)[N:6]=1.[CH2:23]([CH2:25][NH2:26])[OH:24].[Na+].[I-].O, predict the reaction product. The product is: [CH3:22][O:21][C:16]1[CH:17]=[C:18]2[C:13](=[CH:14][CH:15]=1)[CH:12]=[C:11]([N:7]1[C:8]([CH3:10])=[CH:9][C:5]([O:4][CH2:3][CH2:2][NH:26][CH2:25][CH2:23][OH:24])=[N:6]1)[CH:20]=[CH:19]2.